Dataset: Reaction yield outcomes from USPTO patents with 853,638 reactions. Task: Predict the reaction yield, written as a fraction of the theoretical maximum amount of product (1.0 means a 100% yield; for example, 0.34 means a 34% yield). (1) The reactants are [CH:1]([C:4]1[CH:12]=[CH:11][C:10]2[NH:9][C:8]3[CH2:13][CH2:14][N:15]([CH3:17])[CH2:16][C:7]=3[C:6]=2[CH:5]=1)([CH3:3])[CH3:2].[OH-].[K+].[CH3:20][C:21]1[CH:26]=[N:25][C:24]([CH:27]=[CH2:28])=[CH:23][N:22]=1. The catalyst is CN1CCCC1=O.O. The product is [CH:1]([C:4]1[CH:12]=[CH:11][C:10]2[N:9]([CH2:28][CH2:27][C:24]3[CH:23]=[N:22][C:21]([CH3:20])=[CH:26][N:25]=3)[C:8]3[CH2:13][CH2:14][N:15]([CH3:17])[CH2:16][C:7]=3[C:6]=2[CH:5]=1)([CH3:3])[CH3:2]. The yield is 0.160. (2) The reactants are [Li][CH2:2][CH2:3]CC.[C:6]([N:13]1[CH2:18][CH2:17][CH2:16][CH2:15][CH:14]1[CH:19]=O)([O:8][C:9]([CH3:12])([CH3:11])[CH3:10])=[O:7].CCOC(C)=O.CCCCCC. The catalyst is [Br-].C([P+](C1C=CC=CC=1)(C1C=CC=CC=1)C1C=CC=CC=1)C.C1COCC1.O. The product is [C:6]([N:13]1[CH2:18][CH2:17][CH2:16][CH2:15][CH:14]1/[CH:19]=[CH:2]\[CH3:3])([O:8][C:9]([CH3:12])([CH3:11])[CH3:10])=[O:7]. The yield is 0.410. (3) The reactants are [F:1][C:2]1[CH:3]=[C:4]([CH:9]=[CH:10][C:11]=1[C:12]1[N:13]=[C:14]([N:17]2[CH2:22][CH2:21][N:20]([CH3:23])[CH2:19][CH2:18]2)[S:15][CH:16]=1)[C:5]([O:7]C)=[O:6].[ClH:24]. No catalyst specified. The product is [ClH:24].[F:1][C:2]1[CH:3]=[C:4]([CH:9]=[CH:10][C:11]=1[C:12]1[N:13]=[C:14]([N:17]2[CH2:22][CH2:21][N:20]([CH3:23])[CH2:19][CH2:18]2)[S:15][CH:16]=1)[C:5]([OH:7])=[O:6]. The yield is 1.00.